Dataset: Forward reaction prediction with 1.9M reactions from USPTO patents (1976-2016). Task: Predict the product of the given reaction. (1) Given the reactants [CH3:1][O:2][C:3]1[CH:12]=[C:11]2[C:6]([CH:7]=[CH:8][C:9](=[O:16])[N:10]2[CH2:13][CH:14]=C)=[CH:5][CH:4]=1.I([O-])(=O)(=O)=[O:18].[Na+], predict the reaction product. The product is: [CH3:1][O:2][C:3]1[CH:12]=[C:11]2[C:6]([CH:7]=[CH:8][C:9](=[O:16])[N:10]2[CH2:13][CH:14]=[O:18])=[CH:5][CH:4]=1. (2) Given the reactants [N:1]1([CH2:6][CH2:7][O:8][C:9]2[CH:14]=[CH:13][C:12]([NH:15][CH2:16][C:17]3[CH:22]=[CH:21][CH:20]=[C:19]([O:23][CH:24]4[CH2:29][CH2:28][CH2:27][CH2:26][O:25]4)[CH:18]=3)=[CH:11][CH:10]=2)[CH2:5][CH2:4][CH2:3][CH2:2]1.C(N(CC)CC)C.[CH:37]1([C:43](Cl)=[O:44])[CH2:42][CH2:41][CH2:40][CH2:39][CH2:38]1.C(=O)(O)[O-].[Na+], predict the reaction product. The product is: [N:1]1([CH2:6][CH2:7][O:8][C:9]2[CH:14]=[CH:13][C:12]([N:15]([CH2:16][C:17]3[CH:22]=[CH:21][CH:20]=[C:19]([O:23][CH:24]4[CH2:29][CH2:28][CH2:27][CH2:26][O:25]4)[CH:18]=3)[C:43]([CH:37]3[CH2:42][CH2:41][CH2:40][CH2:39][CH2:38]3)=[O:44])=[CH:11][CH:10]=2)[CH2:2][CH2:3][CH2:4][CH2:5]1. (3) Given the reactants [CH3:1][O:2][C:3]1[N:8]=[N:7][C:6]([NH2:9])=[CH:5][CH:4]=1.[H-].[Na+].[N+](C1C=CC([O:21][C:22]([N:24]2[CH2:27][CH:26]([O:28][C:29]3[CH:34]=[CH:33][C:32]([C:35]4[CH:40]=[CH:39][CH:38]=[CH:37][C:36]=4[F:41])=[CH:31][N:30]=3)[CH2:25]2)=O)=CC=1)([O-])=O, predict the reaction product. The product is: [CH3:1][O:2][C:3]1[N:8]=[N:7][C:6]([NH:9][C:22]([N:24]2[CH2:25][CH:26]([O:28][C:29]3[CH:34]=[CH:33][C:32]([C:35]4[CH:40]=[CH:39][CH:38]=[CH:37][C:36]=4[F:41])=[CH:31][N:30]=3)[CH2:27]2)=[O:21])=[CH:5][CH:4]=1. (4) Given the reactants [N:1]1[CH:6]=[CH:5][CH:4]=[CH:3][C:2]=1[CH2:7][O:8][C:9]1[CH:14]=[CH:13][C:12]([C:15]2[O:16][CH:17]=[C:18]([CH2:20][CH2:21]O)[N:19]=2)=[CH:11][CH:10]=1.Cl.[CH3:24][C@@H:25]1[CH2:29][CH2:28][CH2:27][NH:26]1, predict the reaction product. The product is: [CH3:24][C@@H:25]1[CH2:29][CH2:28][CH2:27][N:26]1[CH2:21][CH2:20][C:18]1[N:19]=[C:15]([C:12]2[CH:11]=[CH:10][C:9]([O:8][CH2:7][C:2]3[CH:3]=[CH:4][CH:5]=[CH:6][N:1]=3)=[CH:14][CH:13]=2)[O:16][CH:17]=1.